From a dataset of Forward reaction prediction with 1.9M reactions from USPTO patents (1976-2016). Predict the product of the given reaction. Given the reactants [I:1][C:2]1[CH:12]=[CH:11][C:5]([C:6]([N:8]=[C:9]=[O:10])=O)=[CH:4][CH:3]=1.[Cl:13][C:14]1[CH:19]=[CH:18][C:17]([CH2:20][NH:21][C:22](=[O:26])[CH:23]([CH3:25])[CH3:24])=[CH:16][C:15]=1[NH:27][NH:28]C(OC(C)(C)C)=O.FC(F)(F)C(O)=O, predict the reaction product. The product is: [Cl:13][C:14]1[CH:19]=[CH:18][C:17]([CH2:20][NH:21][C:22](=[O:26])[CH:23]([CH3:25])[CH3:24])=[CH:16][C:15]=1[N:27]1[C:9](=[O:10])[NH:8][C:6]([C:5]2[CH:11]=[CH:12][C:2]([I:1])=[CH:3][CH:4]=2)=[N:28]1.